This data is from Full USPTO retrosynthesis dataset with 1.9M reactions from patents (1976-2016). The task is: Predict the reactants needed to synthesize the given product. (1) Given the product [CH3:22][C:18]1[CH:19]=[CH:20][CH:21]=[C:2]([CH3:1])[C:3]=1[CH2:4][S:5]([C:8]1[CH:9]=[C:10]2[C:14](=[CH:15][CH:16]=1)[NH:13][C:12](=[O:17])/[C:11]/2=[CH:23]\[C:25]1[NH:29][C:28]([CH3:30])=[C:27]([C:31]([OH:33])=[O:32])[C:26]=1[CH3:34])(=[O:7])=[O:6], predict the reactants needed to synthesize it. The reactants are: [CH3:1][C:2]1[CH:21]=[CH:20][CH:19]=[C:18]([CH3:22])[C:3]=1[CH2:4][S:5]([C:8]1[CH:9]=[C:10]2[C:14](=[CH:15][CH:16]=1)[NH:13][C:12](=[O:17])[CH2:11]2)(=[O:7])=[O:6].[CH:23]([C:25]1[NH:29][C:28]([CH3:30])=[C:27]([C:31]([OH:33])=[O:32])[C:26]=1[CH3:34])=O. (2) Given the product [CH3:43][O:42]/[N:41]=[C:3](/[C:2]([CH3:1])([CH3:39])[CH3:38])\[CH2:4][N:5]1[C:10](=[O:11])[C:9]([CH2:12][C:13]2[CH:14]=[CH:15][C:16]([C:19]3[CH:24]=[CH:23][CH:22]=[CH:21][C:20]=3[C:25]3[NH:29][C:28](=[O:30])[O:27][N:26]=3)=[CH:17][CH:18]=2)=[C:8]([CH2:31][CH2:32][CH3:33])[N:7]2[N:34]=[CH:35][N:36]=[C:6]12, predict the reactants needed to synthesize it. The reactants are: [CH3:1][C:2]([CH3:39])([CH3:38])[C:3](=O)[CH2:4][N:5]1[C:10](=[O:11])[C:9]([CH2:12][C:13]2[CH:18]=[CH:17][C:16]([C:19]3[CH:24]=[CH:23][CH:22]=[CH:21][C:20]=3[C:25]3[NH:29][C:28](=[O:30])[O:27][N:26]=3)=[CH:15][CH:14]=2)=[C:8]([CH2:31][CH2:32][CH3:33])[N:7]2[N:34]=[CH:35][N:36]=[C:6]12.Cl.[NH2:41][O:42][CH3:43].N1C=CC=CC=1.Cl. (3) Given the product [F:18][C:17]([F:20])([F:19])[C:15]([OH:21])=[O:16].[N:1]1([C:6]2[CH:11]=[CH:10][C:9]([CH2:12][O:13][NH2:14])=[CH:8][N:7]=2)[CH:5]=[CH:4][CH:3]=[N:2]1, predict the reactants needed to synthesize it. The reactants are: [N:1]1([C:6]2[CH:11]=[CH:10][C:9]([CH2:12][O:13][NH2:14])=[CH:8][N:7]=2)[CH:5]=[CH:4][CH:3]=[N:2]1.[C:15]([OH:21])([C:17]([F:20])([F:19])[F:18])=[O:16].CC(O)C. (4) The reactants are: [CH3:1][O:2][C:3]1[CH:26]=[CH:25][C:6]([C:7]([NH:9][C:10]2[C:11]([NH2:24])=[CH:12][C:13]([O:16][Si:17]([C:20]([CH3:23])([CH3:22])[CH3:21])([CH3:19])[CH3:18])=[CH:14][CH:15]=2)=[O:8])=[CH:5][CH:4]=1.[CH2:27]([C:29]1[CH:37]=[CH:36][C:32]([C:33](Cl)=[O:34])=[CH:31][CH:30]=1)[CH3:28]. Given the product [CH3:1][O:2][C:3]1[CH:26]=[CH:25][C:6]([C:7]([NH:9][C:10]2[C:11]([NH:24][C:33](=[O:34])[C:32]3[CH:36]=[CH:37][C:29]([CH2:27][CH3:28])=[CH:30][CH:31]=3)=[CH:12][C:13]([O:16][Si:17]([C:20]([CH3:23])([CH3:21])[CH3:22])([CH3:19])[CH3:18])=[CH:14][CH:15]=2)=[O:8])=[CH:5][CH:4]=1, predict the reactants needed to synthesize it. (5) Given the product [Cl:1][C:2]1[CH:3]=[CH:4][C:5]([C:8]2([C:14]([NH:17][CH2:18][CH2:19][CH2:20][N:21]3[CH2:22][CH2:23][CH:24]([C:27]4[CH:28]=[C:29]([NH:34][C:35](=[O:39])[CH:36]([CH3:38])[CH3:37])[CH:30]=[CH:31][C:32]=4[F:33])[CH2:25][CH2:26]3)=[O:16])[CH2:9][CH2:10][CH2:11][CH2:12][CH2:13]2)=[CH:6][CH:7]=1, predict the reactants needed to synthesize it. The reactants are: [Cl:1][C:2]1[CH:7]=[CH:6][C:5]([C:8]2([C:14]([OH:16])=O)[CH2:13][CH2:12][CH2:11][CH2:10][CH2:9]2)=[CH:4][CH:3]=1.[NH2:17][CH2:18][CH2:19][CH2:20][N:21]1[CH2:26][CH2:25][CH:24]([C:27]2[CH:28]=[C:29]([NH:34][C:35](=[O:39])[CH:36]([CH3:38])[CH3:37])[CH:30]=[CH:31][C:32]=2[F:33])[CH2:23][CH2:22]1. (6) Given the product [Cl:13][C:14]1[CH:15]=[CH:16][C:17]([C:20]2[CH:24]=[C:23]([NH:25][C:7](=[O:8])[C:6]3[CH:10]=[CH:11][CH:12]=[C:4]([O:3][CH2:1][CH3:2])[CH:5]=3)[O:22][N:21]=2)=[CH:18][CH:19]=1, predict the reactants needed to synthesize it. The reactants are: [CH2:1]([O:3][C:4]1[CH:5]=[C:6]([CH:10]=[CH:11][CH:12]=1)[C:7](Cl)=[O:8])[CH3:2].[Cl:13][C:14]1[CH:19]=[CH:18][C:17]([C:20]2[CH:24]=[C:23]([NH2:25])[O:22][N:21]=2)=[CH:16][CH:15]=1.CC(N(C)C)=O.